Dataset: Full USPTO retrosynthesis dataset with 1.9M reactions from patents (1976-2016). Task: Predict the reactants needed to synthesize the given product. (1) Given the product [CH2:21]([O:20][C@@H:5]([CH2:6][C:7]1[CH:8]=[CH:9][C:10]([O:13][C:14]([C:17](=[O:19])[NH:35][CH2:34][CH2:33][C:28]2[CH:29]=[CH:30][CH:31]=[CH:32][C:27]=2[O:26][CH2:24][CH3:25])([CH3:15])[CH3:16])=[CH:11][CH:12]=1)[C:4]([OH:3])=[O:23])[CH3:22], predict the reactants needed to synthesize it. The reactants are: C([O:3][C:4](=[O:23])[C@@H:5]([O:20][CH2:21][CH3:22])[CH2:6][C:7]1[CH:12]=[CH:11][C:10]([O:13][C:14]([C:17]([OH:19])=O)([CH3:16])[CH3:15])=[CH:9][CH:8]=1)C.[CH2:24]([O:26][C:27]1[CH:32]=[CH:31][CH:30]=[CH:29][C:28]=1[CH2:33][CH2:34][NH2:35])[CH3:25].C(O[C@@H](CC1C=CC(O[C@@H](C(=O)NCCC2C=CC(OC3C=CC=CC=3)=CC=2)C)=CC=1)C(O)=O)C. (2) Given the product [F:14][C:15]1[CH:16]=[C:17]([NH:18][C:6](=[O:8])[C:5]2[CH:9]=[CH:10][C:11]([O:12][CH3:13])=[C:3]([NH:2][CH3:1])[CH:4]=2)[CH:19]=[CH:20][C:21]=1[S:22]([NH2:25])(=[O:24])=[O:23], predict the reactants needed to synthesize it. The reactants are: [CH3:1][NH:2][C:3]1[CH:4]=[C:5]([CH:9]=[CH:10][C:11]=1[O:12][CH3:13])[C:6]([OH:8])=O.[F:14][C:15]1[CH:16]=[C:17]([CH:19]=[CH:20][C:21]=1[S:22]([NH2:25])(=[O:24])=[O:23])[NH2:18].